Dataset: Reaction yield outcomes from USPTO patents with 853,638 reactions. Task: Predict the reaction yield, written as a fraction of the theoretical maximum amount of product (1.0 means a 100% yield; for example, 0.34 means a 34% yield). (1) The reactants are [CH2:1]([N:5]([CH2:24][CH2:25][CH2:26][CH3:27])[C:6]1[CH:11]=[CH:10][C:9]([CH:12]=[CH:13][C:14]2[CH:21]=[CH:20][C:17]([CH:18]=O)=[CH:16][CH:15]=2)=[C:8]([O:22][CH3:23])[CH:7]=1)[CH2:2][CH2:3][CH3:4].[C:28]([C:30]1[C:31](=[C:41]([C:44]#[N:45])[C:42]#[N:43])[O:32][C:33]([CH3:40])([C:36]([F:39])([F:38])[F:37])[C:34]=1[CH3:35])#[N:29]. The catalyst is C(O)C.O1CCCC1. The product is [CH2:24]([N:5]([CH2:1][CH2:2][CH2:3][CH3:4])[C:6]1[CH:11]=[CH:10][C:9]([CH:12]=[CH:13][C:14]2[CH:21]=[CH:20][C:17]([CH:18]=[CH:35][C:34]3[C:33]([CH3:40])([C:36]([F:39])([F:37])[F:38])[O:32][C:31](=[C:41]([C:42]#[N:43])[C:44]#[N:45])[C:30]=3[C:28]#[N:29])=[CH:16][CH:15]=2)=[C:8]([O:22][CH3:23])[CH:7]=1)[CH2:25][CH2:26][CH3:27]. The yield is 0.389. (2) The reactants are [C:1]([O:5][C:6]([N:8]1[C:16]2[C:11](=[C:12]([Cl:18])[C:13]([CH3:17])=[CH:14][CH:15]=2)[CH:10]=[CH:9]1)=[O:7])([CH3:4])([CH3:3])[CH3:2].C1C(=O)N([Br:26])C(=O)C1.CC(N=NC(C#N)(C)C)(C#N)C. The catalyst is C(Cl)(Cl)(Cl)Cl.CCOC(C)=O. The product is [C:1]([O:5][C:6]([N:8]1[C:16]2[C:11](=[C:12]([Cl:18])[C:13]([CH2:17][Br:26])=[CH:14][CH:15]=2)[CH:10]=[CH:9]1)=[O:7])([CH3:4])([CH3:3])[CH3:2]. The yield is 0.330. (3) The reactants are [N+:1]([C:4]1[CH:5]=[C:6]([CH:14]=[CH:15][CH:16]=1)[O:7][CH2:8][C:9](OCC)=[O:10])([O-:3])=[O:2].Cl.CN.[CH:20]([N:23](C(C)C)CC)(C)C. The catalyst is CO.O. The product is [CH3:20][NH:23][C:9](=[O:10])[CH2:8][O:7][C:6]1[CH:14]=[CH:15][CH:16]=[C:4]([N+:1]([O-:3])=[O:2])[CH:5]=1. The yield is 0.950. (4) The reactants are [OH-].[Li+].[Cl:3][C:4]1[N:5]=[C:6]([C:11]([NH:13][CH:14]2[CH2:17][N:16]([C:18]3[S:19][C:20]([C:26]([O:28]CC)=[O:27])=[C:21]([CH:23]([CH3:25])[CH3:24])[N:22]=3)[CH2:15]2)=[O:12])[NH:7][C:8]=1[CH2:9][CH3:10].O. The catalyst is CO.C1COCC1. The product is [Cl:3][C:4]1[N:5]=[C:6]([C:11]([NH:13][CH:14]2[CH2:17][N:16]([C:18]3[S:19][C:20]([C:26]([OH:28])=[O:27])=[C:21]([CH:23]([CH3:24])[CH3:25])[N:22]=3)[CH2:15]2)=[O:12])[NH:7][C:8]=1[CH2:9][CH3:10]. The yield is 0.790.